This data is from Forward reaction prediction with 1.9M reactions from USPTO patents (1976-2016). The task is: Predict the product of the given reaction. (1) Given the reactants [CH2:1]1[C:9]2[C:4](=[CH:5][CH:6]=[CH:7][CH:8]=2)[CH2:3][C:2]21[C:13](=[O:14])[NH:12][C:11](=[O:15])[NH:10]2.[N+:16]([O-])([OH:18])=[O:17], predict the reaction product. The product is: [N+:16]([C:6]1[CH:5]=[C:4]2[C:9](=[CH:8][CH:7]=1)[CH2:1][C:2]1([C:13](=[O:14])[NH:12][C:11](=[O:15])[NH:10]1)[CH2:3]2)([O-:18])=[O:17]. (2) Given the reactants Cl[CH2:2][C:3]([NH:5][CH2:6][C:7]1[CH:12]=[CH:11][CH:10]=[C:9]([C:13]2[NH:30][C:16]3[N:17]=[CH:18][N:19]=[C:20]([NH:21][C:22]4[CH:27]=[CH:26][C:25]([F:28])=[C:24]([Cl:29])[CH:23]=4)[C:15]=3[CH:14]=2)[CH:8]=1)=[O:4].[CH3:31][NH:32][CH3:33], predict the reaction product. The product is: [Cl:29][C:24]1[CH:23]=[C:22]([NH:21][C:20]2[C:15]3[CH:14]=[C:13]([C:9]4[CH:8]=[C:7]([CH:12]=[CH:11][CH:10]=4)[CH2:6][NH:5][C:3](=[O:4])[CH2:2][N:32]([CH3:33])[CH3:31])[NH:30][C:16]=3[N:17]=[CH:18][N:19]=2)[CH:27]=[CH:26][C:25]=1[F:28]. (3) Given the reactants F[C:2]1[CH:7]=[C:6]([N+:8]([O-:10])=[O:9])[CH:5]=[C:4]([I:11])[CH:3]=1.[NH:12]1[CH2:17][CH2:16][O:15][CH2:14][CH2:13]1.CS(C)=O, predict the reaction product. The product is: [I:11][C:4]1[CH:3]=[C:2]([N:12]2[CH2:17][CH2:16][O:15][CH2:14][CH2:13]2)[CH:7]=[C:6]([N+:8]([O-:10])=[O:9])[CH:5]=1. (4) Given the reactants [NH:1]1[CH:5]=[C:4]([C:6]2[S:10][CH:9]=[C:8]([C:11]([OH:13])=O)[CH:7]=2)[CH:3]=[N:2]1.[N:14]1[CH:19]=[CH:18][CH:17]=[N:16][C:15]=1[C:20]1([OH:26])[CH2:25][CH2:24][NH:23][CH2:22][CH2:21]1.CN(C(ON1N=N[C:37]2C=CC=N[C:36]1=2)=[N+](C)C)C.F[P-](F)(F)(F)(F)F.C(N(C(C)C)CC)(C)C.[OH-].[Na+], predict the reaction product. The product is: [OH:26][C:20]1([C:15]2[N:16]=[CH:17][CH:18]=[CH:19][N:14]=2)[CH2:21][CH:22]2[N:23]([C:11]([C:8]3[CH:7]=[C:6]([C:4]4[CH:5]=[N:1][NH:2][CH:3]=4)[S:10][CH:9]=3)=[O:13])[CH:24]([CH2:36][CH2:37]2)[CH2:25]1. (5) Given the reactants [Cl:1][C:2]1[CH:3]=[C:4]([CH:12]([CH2:17][CH:18]2[CH2:23][CH2:22][O:21][CH2:20][CH2:19]2)[C:13](=[O:16])[CH:14]=[CH2:15])[CH:5]=[CH:6][C:7]=1[S:8]([CH3:11])(=[O:10])=[O:9].C(O)C.O1CCCC1.[CH3:32][C:33]1([CH3:46])[O:37][CH:36]([C:38]2[CH:39]=[CH:40][C:41]([CH:44]=[O:45])=[N:42][CH:43]=2)[CH2:35][O:34]1, predict the reaction product. The product is: [Cl:1][C:2]1[CH:3]=[C:4]([CH:12]([CH2:17][CH:18]2[CH2:23][CH2:22][O:21][CH2:20][CH2:19]2)[C:13](=[O:16])[CH2:14][CH2:15][C:44]([C:41]2[CH:40]=[CH:39][C:38]([CH:36]3[CH2:35][O:34][C:33]([CH3:46])([CH3:32])[O:37]3)=[CH:43][N:42]=2)=[O:45])[CH:5]=[CH:6][C:7]=1[S:8]([CH3:11])(=[O:9])=[O:10]. (6) Given the reactants [Si]([O:18][CH:19]([CH:57]([CH3:59])[CH3:58])[CH2:20][CH2:21][CH:22]([C:24]1([CH3:56])[CH2:28][CH2:27][CH:26](/[CH:29]=[CH:30]/[CH:31]=[C:32]2[CH2:37][CH:36]([O:38][Si](C(C)(C)C)(C)C)[CH2:35][CH:34]([O:46][Si](C(C)(C)C)(C)C)[CH2:33]2)[C:25]1([CH3:55])[CH3:54])[CH3:23])(C(C)(C)C)(C1C=CC=CC=1)C1C=CC=CC=1.[N+](CCCC)(CCCC)(CCCC)CCCC.[F-], predict the reaction product. The product is: [OH:18][C@H:19]([CH:57]([CH3:59])[CH3:58])[CH2:20][CH2:21][C@@H:22]([C:24]1([CH3:56])[CH2:28][CH2:27][C@@H:26](/[CH:29]=[CH:30]/[CH:31]=[C:32]2[CH2:33][C@@H:34]([OH:46])[CH2:35][C@H:36]([OH:38])[CH2:37]2)[C:25]1([CH3:55])[CH3:54])[CH3:23]. (7) Given the reactants [O:1]=[C:2]([C:8]1[N:9]=[C:10]([NH:13][C:14]([C:27]2[CH:32]=[CH:31][CH:30]=[CH:29][CH:28]=2)([C:21]2[CH:26]=[CH:25][CH:24]=[CH:23][CH:22]=2)[C:15]2[CH:20]=[CH:19][CH:18]=[CH:17][CH:16]=2)[S:11][CH:12]=1)[C:3]([O:5]CC)=[O:4].[OH-].[Na+], predict the reaction product. The product is: [O:1]=[C:2]([C:8]1[N:9]=[C:10]([NH:13][C:14]([C:21]2[CH:26]=[CH:25][CH:24]=[CH:23][CH:22]=2)([C:15]2[CH:16]=[CH:17][CH:18]=[CH:19][CH:20]=2)[C:27]2[CH:32]=[CH:31][CH:30]=[CH:29][CH:28]=2)[S:11][CH:12]=1)[C:3]([OH:5])=[O:4].